Task: Predict which catalyst facilitates the given reaction.. Dataset: Catalyst prediction with 721,799 reactions and 888 catalyst types from USPTO (1) Product: [ClH:15].[ClH:41].[ClH:15].[NH2:1][C:2]1[S:3][CH:4]=[C:5]([CH2:7][N:8]([CH3:40])[C:9]2[NH:14][C:13]([Cl:15])=[N:12][C:11](=[N:16][NH2:17])[C:10]=2[F:39])[N:6]=1. Reactant: [NH2:1][C:2]1[S:3][CH:4]=[C:5]([CH2:7][N:8]([CH3:40])[C:9]2[N:14]=[C:13]([Cl:15])[N:12]=[C:11]([N:16](C(OC(C)(C)C)=O)[N:17](C(OC(C)(C)C)=O)C(OC(C)(C)C)=O)[C:10]=2[F:39])[N:6]=1.[ClH:41]. The catalyst class is: 71. (2) Reactant: [OH:1][C:2]1[N:6]([C:7]2[CH:8]=[C:9]([CH:12]=[CH:13][CH:14]=2)[C:10]#[N:11])[N:5]=[C:4]([C:15]([F:18])([F:17])[F:16])[CH:3]=1.CC(OC(/N=N/C(OC(C)C)=O)=O)C.[CH3:33][O:34][C:35]1[CH:43]=[CH:42][CH:41]=[CH:40][C:36]=1[CH2:37][CH2:38]O. Product: [CH3:33][O:34][C:35]1[CH:43]=[CH:42][CH:41]=[CH:40][C:36]=1[CH2:37][CH2:38][O:1][C:2]1[N:6]([C:7]2[CH:8]=[C:9]([CH:12]=[CH:13][CH:14]=2)[C:10]#[N:11])[N:5]=[C:4]([C:15]([F:18])([F:17])[F:16])[CH:3]=1. The catalyst class is: 1. (3) Reactant: C([O:5][C:6]([CH:8]1[CH:12]([C:13]2[CH:18]=[CH:17][CH:16]=[C:15]([Cl:19])[CH:14]=2)[C:11]([C:22]2[CH:27]=[CH:26][C:25]([Cl:28])=[CH:24][CH:23]=2)([C:20]#[N:21])[C:10]([CH2:31][CH3:32])([CH2:29][CH3:30])[NH:9]1)=[O:7])(C)(C)C.[F:33][C:34]([F:39])([F:38])[C:35]([OH:37])=[O:36]. Product: [F:33][C:34]([F:39])([F:38])[C:35]([OH:37])=[O:36].[Cl:19][C:15]1[CH:14]=[C:13]([CH:12]2[C:11]([C:22]3[CH:27]=[CH:26][C:25]([Cl:28])=[CH:24][CH:23]=3)([C:20]#[N:21])[C:10]([CH2:29][CH3:30])([CH2:31][CH3:32])[NH:9][CH:8]2[C:6]([OH:7])=[O:5])[CH:18]=[CH:17][CH:16]=1. The catalyst class is: 4. (4) Reactant: [C@:1]12([CH2:11][S:12]([OH:15])(=[O:14])=[O:13])[C:8]([CH3:10])([CH3:9])[CH:5]([CH2:6][CH2:7]1)[CH2:4][C:2]2=[O:3].[Br:16][C:17]1[CH:35]=[N:34][C:20]2[N:21]=[C:22]([N:28]3[CH2:31][CH:30]([NH:32][CH3:33])[CH2:29]3)[C:23]3[N:24]([CH:25]=[N:26][N:27]=3)[C:19]=2[CH:18]=1. Product: [C@:1]12([CH2:11][S:12]([OH:15])(=[O:13])=[O:14])[C:8]([CH3:10])([CH3:9])[CH:5]([CH2:6][CH2:7]1)[CH2:4][C:2]2=[O:3].[Br:16][C:17]1[CH:35]=[N:34][C:20]2[N:21]=[C:22]([N:28]3[CH2:31][CH:30]([NH:32][CH3:33])[CH2:29]3)[C:23]3[N:24]([CH:25]=[N:26][N:27]=3)[C:19]=2[CH:18]=1. The catalyst class is: 8. (5) Reactant: C([O:4][CH:5]1[CH:6]([CH3:59])[CH2:7][CH2:8][CH:9]([O:51][Si:52]([CH2:57][CH3:58])([CH2:55][CH3:56])[CH2:53][CH3:54])[CH2:10][C:11]([O:13][CH:14](/[C:19](/[CH3:50])=[CH:20]/[CH:21]=[CH:22]/[C:23]([CH3:49])([O:41][Si:42]([CH2:47][CH3:48])([CH2:45][CH3:46])[CH2:43][CH3:44])[CH2:24][CH:25]2[O:40][CH:26]2[CH:27]([CH3:39])[CH:28]([O:31][Si:32]([CH2:37][CH3:38])([CH2:35][CH3:36])[CH2:33][CH3:34])[CH2:29][CH3:30])[CH:15]([CH3:18])[CH:16]=[CH:17]1)=[O:12])(=O)C.C(=O)([O-])[O-].[K+].[K+]. Product: [OH:4][CH:5]1[CH:6]([CH3:59])[CH2:7][CH2:8][CH:9]([O:51][Si:52]([CH2:53][CH3:54])([CH2:57][CH3:58])[CH2:55][CH3:56])[CH2:10][C:11]([O:13][CH:14](/[C:19](/[CH3:50])=[CH:20]/[CH:21]=[CH:22]/[C:23]([CH3:49])([O:41][Si:42]([CH2:47][CH3:48])([CH2:43][CH3:44])[CH2:45][CH3:46])[CH2:24][CH:25]2[O:40][CH:26]2[CH:27]([CH3:39])[CH:28]([O:31][Si:32]([CH2:37][CH3:38])([CH2:35][CH3:36])[CH2:33][CH3:34])[CH2:29][CH3:30])[CH:15]([CH3:18])[CH:16]=[CH:17]1)=[O:12]. The catalyst class is: 125. (6) Reactant: ClC1C=CC(NC(NC2C=CC=C(C3C=CC=C(N4CCCC4)N=3)C=2)=O)=C(CCCCOC2CCCCO2)C=1.[Cl:40][C:41]1[CH:46]=[CH:45][C:44]([NH:47][C:48]([NH:50][C:51]2[CH:56]=[CH:55][CH:54]=[C:53]([C:57]3[CH:62]=[CH:61][CH:60]=[C:59]([N:63]4[CH2:67][CH2:66][CH2:65][CH2:64]4)[N:58]=3)[CH:52]=2)=[O:49])=[CH:43][C:42]=1[C:68]#[C:69][CH2:70][CH2:71][O:72][CH:73]1[CH2:78][CH2:77][CH2:76][CH2:75][O:74]1. Product: [Cl:40][C:41]1[CH:46]=[CH:45][C:44]([NH:47][C:48]([NH:50][C:51]2[CH:56]=[CH:55][CH:54]=[C:53]([C:57]3[CH:62]=[CH:61][CH:60]=[C:59]([N:63]4[CH2:67][CH2:66][CH2:65][CH2:64]4)[N:58]=3)[CH:52]=2)=[O:49])=[CH:43][C:42]=1[CH2:68][CH2:69][CH2:70][CH2:71][O:72][CH:73]1[CH2:78][CH2:77][CH2:76][CH2:75][O:74]1. The catalyst class is: 19. (7) Reactant: Cl.CN(C)CCCN=C=NCC.CN1CCOCC1.O.ON1C2C=CC=CC=2N=N1.[F:31][C:32]([F:42])([F:41])[C:33]1[CH:34]=[CH:35][C:36]([NH:39][NH2:40])=[N:37][CH:38]=1.[Cl:43][C:44]1[CH:52]=[CH:51][CH:50]=[C:49]([Cl:53])[C:45]=1[C:46](O)=[O:47]. Product: [F:42][C:32]([F:31])([F:41])[C:33]1[CH:34]=[CH:35][C:36]([N:39]([C:46](=[O:47])[C:45]2[C:44]([Cl:43])=[CH:52][CH:51]=[CH:50][C:49]=2[Cl:53])[NH2:40])=[N:37][CH:38]=1. The catalyst class is: 545.